Dataset: Reaction yield outcomes from USPTO patents with 853,638 reactions. Task: Predict the reaction yield, written as a fraction of the theoretical maximum amount of product (1.0 means a 100% yield; for example, 0.34 means a 34% yield). The reactants are [C:1]([O:5][C:6]([NH:8][CH2:9][C:10]1[CH:18]=[CH:17][C:13]([C:14]([OH:16])=O)=[CH:12][C:11]=1[F:19])=[O:7])([CH3:4])([CH3:3])[CH3:2].CCN(C(C)C)C(C)C.[Cl:29][C:30]1[CH:31]=[CH:32][C:33]2[NH:42][CH2:41][C:40]3[CH:39]=[N:38][N:37]([CH3:43])[C:36]=3[NH:35][C:34]=2[CH:44]=1. The catalyst is ClCCl.CN(C1C=CN=CC=1)C. The product is [C:1]([O:5][C:6](=[O:7])[NH:8][CH2:9][C:10]1[CH:18]=[CH:17][C:13]([C:14]([N:42]2[CH2:41][C:40]3[CH:39]=[N:38][N:37]([CH3:43])[C:36]=3[NH:35][C:34]3[CH:44]=[C:30]([Cl:29])[CH:31]=[CH:32][C:33]2=3)=[O:16])=[CH:12][C:11]=1[F:19])([CH3:2])([CH3:3])[CH3:4]. The yield is 0.540.